Predict the reaction yield, written as a fraction of the theoretical maximum amount of product (1.0 means a 100% yield; for example, 0.34 means a 34% yield). From a dataset of Reaction yield outcomes from USPTO patents with 853,638 reactions. (1) The reactants are CCCC[N+](CCCC)(CCCC)CCCC.[F-].[Br:19][C:20]1[S:24][C:23]([C:25](=[NH:29])[N:26]([CH3:28])[CH3:27])=[C:22]([C:30]#[N:31])[C:21]=1[Si](C)(C)C.CCOC(C)=O. The catalyst is C1COCC1. The product is [Br:19][C:20]1[S:24][C:23]([C:25](=[NH:29])[N:26]([CH3:28])[CH3:27])=[C:22]([C:30]#[N:31])[CH:21]=1. The yield is 0.950. (2) The reactants are [NH:1]1[CH:5]=[CH:4][CH:3]=[C:2]1[CH:6]([C:8]1[CH:9]=[N:10][C:11]2[C:16]([CH:17]=1)=[CH:15][CH:14]=[CH:13][CH:12]=2)O.[BH4-].[Na+].O. The catalyst is CC(O)C. The product is [N:10]1[C:11]2[C:16](=[CH:15][CH:14]=[CH:13][CH:12]=2)[CH:17]=[C:8]([CH2:6][C:2]2[NH:1][CH:5]=[CH:4][CH:3]=2)[CH:9]=1. The yield is 0.750.